Dataset: hERG Central: cardiac toxicity at 1µM, 10µM, and general inhibition. Task: Predict hERG channel inhibition at various concentrations. (1) The compound is N#Cc1cc2sc3nnc(-c4ccncc4)n3c2cc1C#N. Results: hERG_inhib (hERG inhibition (general)): blocker. (2) The compound is Cc1nc2c(C#N)cnn2c2c1CCN2CC1CCCO1. Results: hERG_inhib (hERG inhibition (general)): blocker. (3) The molecule is O=C(NCCCN1CCCC1)[C@H](CSCc1ccccc1)N1Cc2ccccc2C1=O. Results: hERG_inhib (hERG inhibition (general)): blocker. (4) The drug is O=C(Nc1ccccc1C(=O)O)c1cc(S(=O)(=O)N2CCOCC2)cs1. Results: hERG_inhib (hERG inhibition (general)): blocker. (5) The compound is CNc1nc(NCc2ccccc2)c2ccccc2n1.Cl. Results: hERG_inhib (hERG inhibition (general)): blocker. (6) The drug is Cc1nc2sccn2c(=O)c1CCN1CCC(=C(c2ccccc2)c2ccc(F)cc2)CC1. Results: hERG_inhib (hERG inhibition (general)): blocker. (7) The drug is O=C(NCc1ccccc1CN1CCCC1)c1cc2ccccc2o1. Results: hERG_inhib (hERG inhibition (general)): blocker.